From a dataset of Forward reaction prediction with 1.9M reactions from USPTO patents (1976-2016). Predict the product of the given reaction. (1) The product is: [ClH:41].[N:1]1[N:2]=[C:3]([C:19]2[CH:40]=[CH:39][C:22]([C:23]([N:25]3[CH2:26][CH2:27][CH:28]([NH2:31])[CH2:29][CH2:30]3)=[O:24])=[CH:21][CH:20]=2)[N:4]2[C:10]=1[C:9]1[CH:11]=[CH:12][CH:13]=[CH:14][C:8]=1[NH:7][C:6]1[N:15]=[CH:16][CH:17]=[CH:18][C:5]2=1. Given the reactants [N:1]1[N:2]=[C:3]([C:19]2[CH:40]=[CH:39][C:22]([C:23]([N:25]3[CH2:30][CH2:29][CH:28]([NH:31]C(=O)OC(C)(C)C)[CH2:27][CH2:26]3)=[O:24])=[CH:21][CH:20]=2)[N:4]2[C:10]=1[C:9]1[CH:11]=[CH:12][CH:13]=[CH:14][C:8]=1[NH:7][C:6]1[N:15]=[CH:16][CH:17]=[CH:18][C:5]2=1.[ClH:41], predict the reaction product. (2) Given the reactants [CH:1]([N:4]1[CH2:9][CH2:8][N:7]([C:10]([C:12]2[CH:19]=[CH:18][C:15]([CH:16]=O)=[CH:14][CH:13]=2)=[O:11])[CH2:6][CH2:5]1)([CH3:3])[CH3:2].[CH3:20][O:21][CH2:22][CH:23]([NH2:25])[CH3:24], predict the reaction product. The product is: [CH:1]([N:4]1[CH2:9][CH2:8][N:7]([C:10]([C:12]2[CH:19]=[CH:18][C:15]([CH2:16][NH:25][CH:23]([CH3:24])[CH2:22][O:21][CH3:20])=[CH:14][CH:13]=2)=[O:11])[CH2:6][CH2:5]1)([CH3:3])[CH3:2]. (3) The product is: [CH:1]1([C:4]2[N:8]=[C:7]([C:9]3[C:10]4[CH2:20][CH2:19][CH2:18][CH2:17][C:11]=4[S:12][C:13]=3[NH:14][C:15]([N:28]3[CH2:32][CH2:31][CH2:30][C@@H:29]3[C:33]([OH:35])=[O:34])=[O:16])[O:6][N:5]=2)[CH2:2][CH2:3]1. Given the reactants [CH:1]1([C:4]2[N:8]=[C:7]([C:9]3[C:10]4[CH2:20][CH2:19][CH2:18][CH2:17][C:11]=4[S:12][C:13]=3[N:14]=[C:15]=[O:16])[O:6][N:5]=2)[CH2:3][CH2:2]1.CCN(CC)CC.[NH:28]1[CH2:32][CH2:31][CH2:30][C@@H:29]1[C:33]([OH:35])=[O:34], predict the reaction product. (4) Given the reactants [F:1][C:2]1[CH:7]=[CH:6][C:5]([CH3:8])=[CH:4][C:3]=1[NH:9][C:10]1[N:15]2[N:16]=[CH:17][C:18]([C:19](O)=[O:20])=[C:14]2[N:13]=[CH:12][C:11]=1[C:22]([N:24]1[CH2:29][CH2:28][CH:27]([C:30]2[CH:35]=[CH:34][C:33]([F:36])=[CH:32][CH:31]=2)[CH2:26][CH2:25]1)=[O:23].[CH:37]1([S:40]([NH2:43])(=[O:42])=[O:41])[CH2:39][CH2:38]1, predict the reaction product. The product is: [F:1][C:2]1[CH:7]=[CH:6][C:5]([CH3:8])=[CH:4][C:3]=1[NH:9][C:10]1[N:15]2[N:16]=[CH:17][C:18]([C:19]([NH:43][S:40]([CH:37]3[CH2:39][CH2:38]3)(=[O:42])=[O:41])=[O:20])=[C:14]2[N:13]=[CH:12][C:11]=1[C:22]([N:24]1[CH2:29][CH2:28][CH:27]([C:30]2[CH:35]=[CH:34][C:33]([F:36])=[CH:32][CH:31]=2)[CH2:26][CH2:25]1)=[O:23]. (5) Given the reactants [NH2:1][C@H:2]1[CH2:6][CH2:5][N:4]([C:7]([O:9][C:10]([CH3:13])([CH3:12])[CH3:11])=[O:8])[C@@H:3]1[CH2:14][N:15]=[N+:16]=[N-:17].Cl[C:19]1[N:24]=[C:23]([N:25]2[CH2:31][CH2:30][CH2:29][CH2:28][CH2:27][CH2:26]2)[CH:22]=[CH:21][N:20]=1.COC(C)(C)C, predict the reaction product. The product is: [N:25]1([C:23]2[CH:22]=[CH:21][N:20]=[C:19]([NH:1][C@H:2]3[CH2:6][CH2:5][N:4]([C:7]([O:9][C:10]([CH3:12])([CH3:13])[CH3:11])=[O:8])[C@@H:3]3[CH2:14][N:15]=[N+:16]=[N-:17])[N:24]=2)[CH2:26][CH2:27][CH2:28][CH2:29][CH2:30][CH2:31]1. (6) Given the reactants [CH3:1][O:2][C:3](=[O:14])[CH2:4][O:5][C:6]1[CH:11]=[CH:10][C:9]([Cl:12])=[C:8]([NH2:13])[CH:7]=1.C([O:17][C:18](=O)[CH:19]([CH2:24][C:25]1[CH:30]=[CH:29][C:28]([Cl:31])=[CH:27][CH:26]=1)[C:20](=O)[CH2:21][CH3:22])C.CS(O)(=O)=O, predict the reaction product. The product is: [CH3:1][O:2][C:3](=[O:14])[CH2:4][O:5][C:6]1[CH:11]=[CH:10][C:9]([Cl:12])=[C:8]2[C:7]=1[C:18](=[O:17])[C:19]([CH2:24][C:25]1[CH:26]=[CH:27][C:28]([Cl:31])=[CH:29][CH:30]=1)=[C:20]([CH2:21][CH3:22])[NH:13]2. (7) The product is: [NH2:1][CH2:4][C:5]1[C:13]2[O:12][N:11]=[C:10]([CH2:14][CH2:15][CH:16]3[CH2:17][CH2:18][N:19]([CH2:22][C:23]4[S:27][C:26]([C:28]#[N:29])=[CH:25][CH:24]=4)[CH2:20][CH2:21]3)[C:9]=2[CH:8]=[CH:7][C:6]=1[O:30][CH2:31][CH:32]1[CH2:33][CH2:34]1. Given the reactants [N:1]([CH2:4][C:5]1[C:13]2[O:12][N:11]=[C:10]([CH2:14][CH2:15][CH:16]3[CH2:21][CH2:20][N:19]([CH2:22][C:23]4[S:27][C:26]([C:28]#[N:29])=[CH:25][CH:24]=4)[CH2:18][CH2:17]3)[C:9]=2[CH:8]=[CH:7][C:6]=1[O:30][CH2:31][CH:32]1[CH2:34][CH2:33]1)=[N+]=[N-].C1(P(C2C=CC=CC=2)C2C=CC=CC=2)C=CC=CC=1.N.[Cl-].[Na+], predict the reaction product. (8) Given the reactants [Br:1][C:2]1[CH:7]=[CH:6][C:5](I)=[CH:4][C:3]=1[F:9].[N:10]1[C:19]2[CH:18]=[CH:17][CH:16]=[C:15](B(O)O)[C:14]=2[CH:13]=[CH:12][CH:11]=1.C([O-])(=O)C.[K+].C([O-])([O-])=O.[Cs+].[Cs+], predict the reaction product. The product is: [Br:1][C:2]1[CH:7]=[CH:6][C:5]([C:15]2[CH:16]=[CH:17][CH:18]=[C:19]3[C:14]=2[CH:13]=[CH:12][CH:11]=[N:10]3)=[CH:4][C:3]=1[F:9]. (9) Given the reactants [CH2:1]([C:8]1([OH:22])[CH2:14][O:13][CH2:12][CH2:11][N:10](C(OC(C)(C)C)=O)[CH2:9]1)[C:2]1[CH:7]=[CH:6][CH:5]=[CH:4][CH:3]=1.[ClH:23].O1CCOCC1, predict the reaction product. The product is: [ClH:23].[CH2:1]([C:8]1([OH:22])[CH2:14][O:13][CH2:12][CH2:11][NH:10][CH2:9]1)[C:2]1[CH:3]=[CH:4][CH:5]=[CH:6][CH:7]=1. (10) Given the reactants [Br:1][C:2]1[CH:11]=[N:10][C:9]2[C:8]([C:12]([OH:14])=O)=[C:7]([OH:15])[CH:6]=[CH:5][C:4]=2[N:3]=1.Cl.[CH2:17]([O:19][C:20](=[O:23])[CH2:21][NH2:22])[CH3:18].C(N(CC)CC)C.CN(C(ON1N=NC2C=CC=NC1=2)=[N+](C)C)C.F[P-](F)(F)(F)(F)F, predict the reaction product. The product is: [Br:1][C:2]1[CH:11]=[N:10][C:9]2[C:4](=[CH:5][CH:6]=[C:7]([OH:15])[C:8]=2[C:12]([NH:22][CH2:21][C:20]([O:19][CH2:17][CH3:18])=[O:23])=[O:14])[N:3]=1.